Dataset: Full USPTO retrosynthesis dataset with 1.9M reactions from patents (1976-2016). Task: Predict the reactants needed to synthesize the given product. Given the product [O:73]1[CH2:74][CH2:75][N:70]([C:67]2[CH:68]=[CH:69][C:64]([C:40]3[C:48]4[C:43](=[CH:44][CH:45]=[C:46]([NH2:49])[CH:47]=4)[N:42]([CH:50]4[CH2:55][CH2:54][CH2:53][CH2:52][O:51]4)[N:41]=3)=[CH:65][CH:66]=2)[CH2:71][CH2:72]1, predict the reactants needed to synthesize it. The reactants are: FC(F)(F)C(O)=O.FC(F)(F)C(O)=O.CN1CCC(OC2C=CC(C3C4C(=CC=C(N)C=4)NN=3)=CC=2)CC1.I[C:40]1[C:48]2[C:43](=[CH:44][CH:45]=[C:46]([NH2:49])[CH:47]=2)[N:42]([CH:50]2[CH2:55][CH2:54][CH2:53][CH2:52][O:51]2)[N:41]=1.CC1(C)C(C)(C)OB([C:64]2[CH:69]=[CH:68][C:67]([N:70]3[CH2:75][CH2:74][O:73][CH2:72][CH2:71]3)=[CH:66][CH:65]=2)O1.